From a dataset of Full USPTO retrosynthesis dataset with 1.9M reactions from patents (1976-2016). Predict the reactants needed to synthesize the given product. Given the product [Cl:8][C:6]1[N:7]=[C:2]([O:19][C:20]2[CH:27]=[CH:26][C:23]([CH:24]=[CH2:25])=[CH:22][CH:21]=2)[N:3]=[C:4]([O:9][C:10]2[C:15]([CH3:16])=[CH:14][C:13]([CH3:17])=[CH:12][C:11]=2[CH3:18])[N:5]=1, predict the reactants needed to synthesize it. The reactants are: Cl[C:2]1[N:7]=[C:6]([Cl:8])[N:5]=[C:4]([O:9][C:10]2[C:15]([CH3:16])=[CH:14][C:13]([CH3:17])=[CH:12][C:11]=2[CH3:18])[N:3]=1.[OH:19][C:20]1[CH:27]=[CH:26][C:23]([CH:24]=[CH2:25])=[CH:22][CH:21]=1.[OH-].[Na+].